From a dataset of Catalyst prediction with 721,799 reactions and 888 catalyst types from USPTO. Predict which catalyst facilitates the given reaction. (1) Reactant: [F:1][C:2]1[CH:10]=[CH:9][CH:8]=[C:7]2[C:3]=1[C:4]([CH3:15])([CH3:14])[CH2:5][N:6]2C(=O)C.C(=O)(O)[O-].[Na+]. Product: [F:1][C:2]1[CH:10]=[CH:9][CH:8]=[C:7]2[C:3]=1[C:4]([CH3:15])([CH3:14])[CH2:5][NH:6]2. The catalyst class is: 33. (2) Reactant: [CH:1]1([NH:4][CH2:5][C:6]([NH:8][CH2:9][C:10]2[CH:11]=[C:12]([C:16]3[CH:21]=[CH:20][C:19]([C:22]([F:25])([F:24])[F:23])=[CH:18][CH:17]=3)[CH:13]=[CH:14][CH:15]=2)=[O:7])[CH2:3][CH2:2]1.C(N(CC)C(C)C)(C)C.[F:35][C:36]1[CH:41]=[CH:40][C:39]([S:42](Cl)(=[O:44])=[O:43])=[CH:38][CH:37]=1.C(OCC)(=O)C. Product: [CH:1]1([N:4]([S:42]([C:39]2[CH:40]=[CH:41][C:36]([F:35])=[CH:37][CH:38]=2)(=[O:44])=[O:43])[CH2:5][C:6]([NH:8][CH2:9][C:10]2[CH:11]=[C:12]([C:16]3[CH:17]=[CH:18][C:19]([C:22]([F:23])([F:24])[F:25])=[CH:20][CH:21]=3)[CH:13]=[CH:14][CH:15]=2)=[O:7])[CH2:2][CH2:3]1. The catalyst class is: 2. (3) Reactant: [Cl:1][C:2]1[C:3]([C:14]2[N:18]([CH3:19])[C:17]3[CH:20]=[CH:21][CH:22]=[CH:23][C:16]=3[N:15]=2)=[CH:4][C:5]([N:8]2[CH2:13][CH2:12][NH:11][CH2:10][CH2:9]2)=[N:6][CH:7]=1.CCN(C(C)C)C(C)C.Cl[C:34]([O:36][CH3:37])=[O:35]. Product: [Cl:1][C:2]1[C:3]([C:14]2[N:18]([CH3:19])[C:17]3[CH:20]=[CH:21][CH:22]=[CH:23][C:16]=3[N:15]=2)=[CH:4][C:5]([N:8]2[CH2:9][CH2:10][N:11]([C:34]([O:36][CH3:37])=[O:35])[CH2:12][CH2:13]2)=[N:6][CH:7]=1. The catalyst class is: 2.